This data is from Catalyst prediction with 721,799 reactions and 888 catalyst types from USPTO. The task is: Predict which catalyst facilitates the given reaction. (1) Reactant: [Cl:1][C:2]1[CH:3]=[N:4][CH:5]=[C:6]([Cl:27])[C:7]=1[NH:8][C:9]1[NH:10][C:11]2[C:17]3[CH2:18][C:19]([CH3:22])([CH3:21])[O:20][C:16]=3[C:15]([C:23]([O:25]C)=O)=[CH:14][C:12]=2[N:13]=1.[F:28][C:29]1[CH:35]=[C:34]([C:36]([F:39])([F:38])[F:37])[CH:33]=[CH:32][C:30]=1[NH2:31].C[Al](C)C. Product: [Cl:27][C:6]1[CH:5]=[N:4][CH:3]=[C:2]([Cl:1])[C:7]=1[NH:8][C:9]1[NH:10][C:11]2[C:17]3[CH2:18][C:19]([CH3:22])([CH3:21])[O:20][C:16]=3[C:15]([C:23]([NH:31][C:30]3[CH:32]=[CH:33][C:34]([C:36]([F:37])([F:38])[F:39])=[CH:35][C:29]=3[F:28])=[O:25])=[CH:14][C:12]=2[N:13]=1. The catalyst class is: 11. (2) Reactant: [NH2:1][C:2]1[N:7]=[C:6]([N:8]([CH3:15])[C:9]2[CH:14]=[CH:13][CH:12]=[CH:11][CH:10]=2)[N:5]=[C:4]([C:16]2[N:20]=[C:19]([C:21]3[C:26]([OH:27])=[CH:25][CH:24]=[CH:23][N:22]=3)[O:18][N:17]=2)[N:3]=1.[OH-].[K+].[F:30][C:31]([F:35])([F:34])[CH2:32]I. Product: [CH3:15][N:8]([C:9]1[CH:10]=[CH:11][CH:12]=[CH:13][CH:14]=1)[C:6]1[N:7]=[C:2]([NH2:1])[N:3]=[C:4]([C:16]2[N:20]=[C:19]([C:21]3[C:26]([O:27][CH2:32][C:31]([F:35])([F:34])[F:30])=[CH:25][CH:24]=[CH:23][N:22]=3)[O:18][N:17]=2)[N:5]=1. The catalyst class is: 148. (3) Reactant: [CH3:1][O:2][C:3]1[CH:8]=[CH:7][C:6]([N+:9]([O-:11])=[O:10])=[CH:5][C:4]=1[OH:12].C1(C)C=CC(S(O[CH2:23][CH2:24][CH2:25][Cl:26])(=O)=O)=CC=1.C(=O)([O-])[O-].[K+].[K+]. Product: [Cl:26][CH2:25][CH2:24][CH2:23][O:12][C:4]1[CH:5]=[C:6]([N+:9]([O-:11])=[O:10])[CH:7]=[CH:8][C:3]=1[O:2][CH3:1]. The catalyst class is: 9. (4) Product: [CH3:1][C:2]1[CH:3]=[C:4]([N:9]2[C:13](=[O:14])[C:12](=[C:15]([NH:28][NH:27][C:25](=[O:26])[C:24]3[CH:29]=[CH:30][C:31]([OH:33])=[CH:32][C:23]=3[OH:22])[CH3:16])[C:11]([C:18]([F:20])([F:21])[F:19])=[N:10]2)[CH:5]=[CH:6][C:7]=1[CH3:8]. The catalyst class is: 8. Reactant: [CH3:1][C:2]1[CH:3]=[C:4]([N:9]2[C:13]([OH:14])=[C:12]([C:15](=O)[CH3:16])[C:11]([C:18]([F:21])([F:20])[F:19])=[N:10]2)[CH:5]=[CH:6][C:7]=1[CH3:8].[OH:22][C:23]1[CH:32]=[C:31]([OH:33])[CH:30]=[CH:29][C:24]=1[C:25]([NH:27][NH2:28])=[O:26]. (5) Reactant: [CH3:1][O:2][C:3]1[CH:10]=[C:9]([O:11][CH2:12][C:13]([CH2:54][O:55][CH2:56][CH2:57][CH2:58][CH2:59][CH2:60][CH2:61][CH2:62][CH2:63][CH2:64][CH2:65][CH2:66][CH2:67][CH2:68][CH2:69][CH2:70][CH2:71][CH2:72][CH3:73])([CH2:34][O:35][CH2:36][CH2:37][CH2:38][CH2:39][CH2:40][CH2:41][CH2:42][CH2:43][CH2:44][CH2:45][CH2:46][CH2:47][CH2:48][CH2:49][CH2:50][CH2:51][CH2:52][CH3:53])[CH2:14][O:15][CH2:16][CH2:17][CH2:18][CH2:19][CH2:20][CH2:21][CH2:22][CH2:23][CH2:24][CH2:25][CH2:26][CH2:27][CH2:28][CH2:29][CH2:30][CH2:31][CH2:32][CH3:33])[CH:8]=[CH:7][C:4]=1[CH:5]=O.Cl.[NH2:75][OH:76].C(N(CC)CC)C. Product: [CH3:1][O:2][C:3]1[CH:10]=[C:9]([O:11][CH2:12][C:13]([CH2:54][O:55][CH2:56][CH2:57][CH2:58][CH2:59][CH2:60][CH2:61][CH2:62][CH2:63][CH2:64][CH2:65][CH2:66][CH2:67][CH2:68][CH2:69][CH2:70][CH2:71][CH2:72][CH3:73])([CH2:34][O:35][CH2:36][CH2:37][CH2:38][CH2:39][CH2:40][CH2:41][CH2:42][CH2:43][CH2:44][CH2:45][CH2:46][CH2:47][CH2:48][CH2:49][CH2:50][CH2:51][CH2:52][CH3:53])[CH2:14][O:15][CH2:16][CH2:17][CH2:18][CH2:19][CH2:20][CH2:21][CH2:22][CH2:23][CH2:24][CH2:25][CH2:26][CH2:27][CH2:28][CH2:29][CH2:30][CH2:31][CH2:32][CH3:33])[CH:8]=[CH:7][C:4]=1[CH:5]=[N:75][OH:76]. The catalyst class is: 4. (6) Reactant: [Br:1][C:2]1[CH:3]=[C:4]([N+:9]([O-:11])=[O:10])[C:5](=[O:8])[NH:6][CH:7]=1.[CH3:12]N(C=O)C.C(=O)([O-])[O-].[K+].[K+].CI. Product: [Br:1][C:2]1[CH:3]=[C:4]([N+:9]([O-:11])=[O:10])[C:5](=[O:8])[N:6]([CH3:12])[CH:7]=1. The catalyst class is: 6. (7) Reactant: [ClH:1].C(OC(=O)[NH:8][C@H:9]([C:13]([N:15]1[CH2:20][CH2:19][CH:18]([O:21][C:22]2[C:27]([CH3:28])=[N:26][CH:25]=[CH:24][N:23]=2)[CH2:17][CH2:16]1)=[O:14])[CH:10]([CH3:12])[CH3:11])(C)(C)C. Product: [ClH:1].[ClH:1].[CH3:11][CH:10]([CH3:12])[C@H:9]([NH2:8])[C:13]([N:15]1[CH2:16][CH2:17][CH:18]([O:21][C:22]2[C:27]([CH3:28])=[N:26][CH:25]=[CH:24][N:23]=2)[CH2:19][CH2:20]1)=[O:14]. The catalyst class is: 8. (8) Reactant: [Cl:1][C:2]1[CH:3]=[C:4]([C:12]2[S:16][C:15]([C:17]3[C:18]([CH3:34])=[C:19]4[C:24](=[CH:25][CH:26]=3)[CH2:23][N:22](C(OC(C)(C)C)=O)[CH2:21][CH2:20]4)=[N:14][N:13]=2)[CH:5]=[CH:6][C:7]=1[O:8][CH:9]([CH3:11])[CH3:10].[F:35][C:36]([F:41])([F:40])[C:37]([OH:39])=[O:38]. Product: [F:35][C:36]([F:41])([F:40])[C:37]([OH:39])=[O:38].[Cl:1][C:2]1[CH:3]=[C:4]([C:12]2[S:16][C:15]([C:17]3[C:18]([CH3:34])=[C:19]4[C:24](=[CH:25][CH:26]=3)[CH2:23][NH:22][CH2:21][CH2:20]4)=[N:14][N:13]=2)[CH:5]=[CH:6][C:7]=1[O:8][CH:9]([CH3:11])[CH3:10]. The catalyst class is: 2.